The task is: Predict the product of the given reaction.. This data is from Forward reaction prediction with 1.9M reactions from USPTO patents (1976-2016). (1) Given the reactants Cl[C:2]1[N:7]=[C:6]([C:8]([O:10][CH2:11][CH3:12])=[O:9])[C:5]([F:13])=[CH:4][N:3]=1.[Br:14][C:15]1[CH:16]=[CH:17][C:18]([F:24])=[C:19](B(O)O)[CH:20]=1, predict the reaction product. The product is: [Br:14][C:15]1[CH:20]=[CH:19][C:18]([F:24])=[C:17]([C:2]2[N:7]=[C:6]([C:8]([O:10][CH2:11][CH3:12])=[O:9])[C:5]([F:13])=[CH:4][N:3]=2)[CH:16]=1. (2) Given the reactants [Cl:1][C:2]1[N:3]=[CH:4][C:5]2[NH:11][C:10](=[O:12])[CH2:9][CH2:8][N:7]([CH:13]([CH3:15])[CH3:14])[C:6]=2[N:16]=1.[CH3:17]N(C)C(=O)C.IC.[H-].[Na+], predict the reaction product. The product is: [Cl:1][C:2]1[N:3]=[CH:4][C:5]2[N:11]([CH3:17])[C:10](=[O:12])[CH2:9][CH2:8][N:7]([CH:13]([CH3:14])[CH3:15])[C:6]=2[N:16]=1.